This data is from Full USPTO retrosynthesis dataset with 1.9M reactions from patents (1976-2016). The task is: Predict the reactants needed to synthesize the given product. Given the product [CH:1]1([CH2:7][C@@H:8]([NH:24][C:39]([C:33]2([CH3:32])[CH2:38][CH2:37][CH2:36][CH2:35][CH2:34]2)=[O:40])[CH2:9][N:10]2[CH2:15][CH2:14][N:13]([C:16]3[CH:21]=[CH:20][CH:19]=[CH:18][C:17]=3[O:22][CH3:23])[CH2:12][CH2:11]2)[CH2:6][CH2:5][CH2:4][CH2:3][CH2:2]1.[ClH:41], predict the reactants needed to synthesize it. The reactants are: [CH:1]1([CH2:7][C@@H:8]([NH2:24])[CH2:9][N:10]2[CH2:15][CH2:14][N:13]([C:16]3[CH:21]=[CH:20][CH:19]=[CH:18][C:17]=3[O:22][CH3:23])[CH2:12][CH2:11]2)[CH2:6][CH2:5][CH2:4][CH2:3][CH2:2]1.C(N(CC)CC)C.[CH3:32][C:33]1([C:39]([Cl:41])=[O:40])[CH2:38][CH2:37][CH2:36][CH2:35][CH2:34]1.